This data is from Forward reaction prediction with 1.9M reactions from USPTO patents (1976-2016). The task is: Predict the product of the given reaction. Given the reactants Br[C:2]1[CH:7]=[CH:6][C:5]([C:8]([N:10]2[CH2:15][CH2:14][N:13]([C:16]3[CH:21]=[CH:20][C:19]([CH3:22])=[CH:18][C:17]=3[CH3:23])[CH2:12][CH2:11]2)=[O:9])=[C:4]([S:24]([CH3:27])(=[O:26])=[O:25])[CH:3]=1.[CH3:28][C:29]1([CH3:35])[CH2:33][O:32][C:31](=[O:34])[NH:30]1, predict the reaction product. The product is: [CH3:23][C:17]1[CH:18]=[C:19]([CH3:22])[CH:20]=[CH:21][C:16]=1[N:13]1[CH2:14][CH2:15][N:10]([C:8]([C:5]2[CH:6]=[CH:7][C:2]([N:30]3[C:29]([CH3:35])([CH3:28])[CH2:33][O:32][C:31]3=[O:34])=[CH:3][C:4]=2[S:24]([CH3:27])(=[O:26])=[O:25])=[O:9])[CH2:11][CH2:12]1.